From a dataset of Serine/threonine kinase 33 screen with 319,792 compounds. Binary Classification. Given a drug SMILES string, predict its activity (active/inactive) in a high-throughput screening assay against a specified biological target. (1) The compound is S(=O)(=O)(N(CC(=O)Nc1c(n(n(c1=O)c1ccccc1)C)C)c1cc(OC)c(OC)cc1)c1ccccc1. The result is 0 (inactive). (2) The result is 0 (inactive). The drug is S(c1n(OC)c(=O)c2c(n1)cccc2)Cc1ccccc1. (3) The drug is Fc1c(OCCNC(=O)C2CN(C(=O)CC2)Cc2cc(OC)ccc2)cccc1. The result is 0 (inactive). (4) The drug is O1\C(c2c(C1=O)cccc2)=C\c1ccccc1. The result is 0 (inactive). (5) The compound is O=C1CC(CC(NCCc2c3c([nH]c2)cccc3)=C1)(C)C. The result is 0 (inactive). (6) The compound is S(c1n2c(CCCCC2)c2c(n1)nn(c2=O)c1ccccc1)CC(=O)Nc1cc(F)c(F)cc1. The result is 0 (inactive). (7) The drug is Brc1oc(C(=O)NCCC(=O)NCc2ncccc2)cc1. The result is 0 (inactive). (8) The drug is O=C1c2c(C(=O)c3c1cccc3)ccc(O)c2N. The result is 1 (active). (9) The result is 0 (inactive). The compound is S1CCN=C1NC(=O)c1ccc(n2nc(cc2C)C)cc1.